Dataset: NCI-60 drug combinations with 297,098 pairs across 59 cell lines. Task: Regression. Given two drug SMILES strings and cell line genomic features, predict the synergy score measuring deviation from expected non-interaction effect. (1) Drug 1: CN(C(=O)NC(C=O)C(C(C(CO)O)O)O)N=O. Drug 2: N.N.Cl[Pt+2]Cl. Synergy scores: CSS=30.9, Synergy_ZIP=-12.5, Synergy_Bliss=-9.46, Synergy_Loewe=-6.66, Synergy_HSA=-4.78. Cell line: SK-MEL-28. (2) Drug 1: CCC1=CC2CC(C3=C(CN(C2)C1)C4=CC=CC=C4N3)(C5=C(C=C6C(=C5)C78CCN9C7C(C=CC9)(C(C(C8N6C)(C(=O)OC)O)OC(=O)C)CC)OC)C(=O)OC.C(C(C(=O)O)O)(C(=O)O)O. Drug 2: CC(C1=C(C=CC(=C1Cl)F)Cl)OC2=C(N=CC(=C2)C3=CN(N=C3)C4CCNCC4)N. Cell line: SR. Synergy scores: CSS=64.3, Synergy_ZIP=-3.33, Synergy_Bliss=-4.51, Synergy_Loewe=-6.96, Synergy_HSA=-3.49.